The task is: Predict the reactants needed to synthesize the given product.. This data is from Full USPTO retrosynthesis dataset with 1.9M reactions from patents (1976-2016). (1) The reactants are: [I:1][C:2]1[CH:3]=[C:4]([CH:8]=[CH:9][C:10]=1[CH3:11])[C:5]([OH:7])=O.ClCCl.Cl.CN(C)CCCN=C=NCC.[CH:27]1([CH2:32][CH2:33][NH2:34])[CH2:31][CH2:30][CH2:29][CH2:28]1. Given the product [CH:27]1([CH2:32][CH2:33][NH:34][C:5](=[O:7])[C:4]2[CH:8]=[CH:9][C:10]([CH3:11])=[C:2]([I:1])[CH:3]=2)[CH2:31][CH2:30][CH2:29][CH2:28]1, predict the reactants needed to synthesize it. (2) Given the product [CH:4]1([CH:9]([C:24]2[CH:25]=[CH:26][C:27]([CH2:30][N:31]3[C:36](=[O:37])[CH2:35][O:34][C:33]([C:38]4[CH:43]=[CH:42][CH:41]=[CH:40][CH:39]=4)=[N:32]3)=[CH:28][CH:29]=2)[C:10]([NH:12][CH2:13][CH2:14][CH2:15][C:16]2([CH2:19][C:20]([OH:22])=[O:21])[CH2:18][CH2:17]2)=[O:11])[CH2:5][CH2:6][CH2:7][CH2:8]1, predict the reactants needed to synthesize it. The reactants are: O.[OH-].[Li+].[CH:4]1([CH:9]([C:24]2[CH:29]=[CH:28][C:27]([CH2:30][N:31]3[C:36](=[O:37])[CH2:35][O:34][C:33]([C:38]4[CH:43]=[CH:42][CH:41]=[CH:40][CH:39]=4)=[N:32]3)=[CH:26][CH:25]=2)[C:10]([NH:12][CH2:13][CH2:14][CH2:15][C:16]2([CH2:19][C:20]([O:22]C)=[O:21])[CH2:18][CH2:17]2)=[O:11])[CH2:8][CH2:7][CH2:6][CH2:5]1. (3) Given the product [C:2]([C:4]1[CH:9]=[CH:8][C:7]([NH:10][NH:11][C:12](=[O:14])[CH3:13])=[CH:6][CH:5]=1)#[N:3], predict the reactants needed to synthesize it. The reactants are: Cl.[C:2]([C:4]1[CH:9]=[CH:8][C:7]([NH:10][NH2:11])=[CH:6][CH:5]=1)#[N:3].[C:12]([O-])(=[O:14])[CH3:13].[Na+].